Dataset: Reaction yield outcomes from USPTO patents with 853,638 reactions. Task: Predict the reaction yield, written as a fraction of the theoretical maximum amount of product (1.0 means a 100% yield; for example, 0.34 means a 34% yield). (1) The reactants are [OH-:1].[Li+].[C:3]([C:6]1[CH:29]=[CH:28][C:9]([O:10][CH2:11][C:12]2[CH:27]=[CH:26][C:15]([C:16]([C:18]3[CH:19]=[N:20][CH:21]=[C:22]([CH:25]=3)[C:23]#N)=[O:17])=[CH:14][CH:13]=2)=[C:8]([CH2:30][CH2:31][CH3:32])[C:7]=1[OH:33])(=[O:5])[CH3:4].[OH2:34]. The catalyst is O1CCOCC1.CCOCC. The product is [C:3]([C:6]1[CH:29]=[CH:28][C:9]([O:10][CH2:11][C:12]2[CH:27]=[CH:26][C:15]([C:16]([C:18]3[CH:19]=[N:20][CH:21]=[C:22]([CH:25]=3)[C:23]([OH:34])=[O:1])=[O:17])=[CH:14][CH:13]=2)=[C:8]([CH2:30][CH2:31][CH3:32])[C:7]=1[OH:33])(=[O:5])[CH3:4]. The yield is 0.500. (2) The reactants are [C:1]([O:5][C:6]([N:8]1[CH2:13][CH2:12][CH:11]([C:14]([OH:16])=O)[CH2:10][CH2:9]1)=[O:7])([CH3:4])([CH3:3])[CH3:2].C1N=CN(C(N2C=NC=C2)=O)C=1.Cl.[CH3:30][NH:31][O:32][CH3:33]. The catalyst is C(Cl)Cl. The product is [CH3:33][O:32][N:31]([CH3:30])[C:14]([CH:11]1[CH2:10][CH2:9][N:8]([C:6]([O:5][C:1]([CH3:2])([CH3:3])[CH3:4])=[O:7])[CH2:13][CH2:12]1)=[O:16]. The yield is 0.610. (3) The reactants are [C:1](Cl)(=[O:5])[C:2](Cl)=[O:3].ClCC(O[CH2:12][C:13]1[C:18]([Cl:19])=[CH:17][CH:16]=[CH:15][CH:14]=1)O.C(N(CC)CC)C.[N+:27]([CH2:30][CH2:31][C:32]([O:34][C:35]([CH3:38])([CH3:37])[CH3:36])=[O:33])([O-:29])=[O:28].C(Cl)[Cl:40]. The catalyst is CS(C)=O. The product is [Cl:19][C:18]1[CH:17]=[CH:16][CH:15]=[C:14]([Cl:40])[C:13]=1[CH2:12][O:3][CH2:2][CH:1]([OH:5])[CH:30]([N+:27]([O-:29])=[O:28])[CH2:31][C:32]([O:34][C:35]([CH3:38])([CH3:37])[CH3:36])=[O:33]. The yield is 0.740. (4) The reactants are [F:1][C:2]1([C:8]2[S:9][C:10]([C:13]3[CH:14]=[C:15]([NH:20][C:21]4[N:26]=[C:25]([C:27]([F:30])([F:29])[F:28])[CH:24]=[CH:23][N:22]=4)[CH:16]=[C:17]([CH3:19])[CH:18]=3)=[CH:11][N:12]=2)[CH2:7][CH2:6][S:5][CH2:4][CH2:3]1.[OH2:31].[OH2:32].O.O.O.O.C(O[O-])(=O)C1C(=CC=CC=1)C([O-])=O.[Mg+2]. The catalyst is C(Cl)Cl.CO.[O-]S([O-])(=S)=O.[Na+].[Na+].O. The product is [F:1][C:2]1([C:8]2[S:9][C:10]([C:13]3[CH:14]=[C:15]([NH:20][C:21]4[N:26]=[C:25]([C:27]([F:28])([F:29])[F:30])[CH:24]=[CH:23][N:22]=4)[CH:16]=[C:17]([CH3:19])[CH:18]=3)=[CH:11][N:12]=2)[CH2:3][CH2:4][S:5](=[O:32])(=[O:31])[CH2:6][CH2:7]1. The yield is 0.790. (5) The reactants are [CH3:1][CH:2]1[CH2:6][CH2:5][CH2:4][N:3]1[C:7]1[N:12]=[C:11]([NH:13][C:14]2[C:15]3[N:16]([CH:30]=[CH:31][N:32]=3)[N:17]=[C:18]([C:20]3[CH:21]=[C:22]([CH:27]=[CH:28][CH:29]=3)[C:23]([O:25]C)=[O:24])[CH:19]=2)[CH:10]=[CH:9][CH:8]=1.[OH-].[Na+]. The catalyst is O1CCOCC1.O. The product is [CH3:1][CH:2]1[CH2:6][CH2:5][CH2:4][N:3]1[C:7]1[N:12]=[C:11]([NH:13][C:14]2[C:15]3[N:16]([CH:30]=[CH:31][N:32]=3)[N:17]=[C:18]([C:20]3[CH:21]=[C:22]([CH:27]=[CH:28][CH:29]=3)[C:23]([OH:25])=[O:24])[CH:19]=2)[CH:10]=[CH:9][CH:8]=1. The yield is 0.780. (6) The catalyst is C(O)(=O)C.[Fe]. The product is [CH2:1]([C:8]([CH3:34])([CH2:15][C:16]1[CH:17]=[CH:18][C:19]([O:22][CH2:23][CH2:24][CH2:25][NH:26][C:27]2[CH:32]=[CH:31][CH:30]=[CH:29][N:28]=2)=[CH:20][CH:21]=1)[CH2:9][C:10]([O:12][CH2:13][CH3:14])=[O:11])[C:2]1[CH:7]=[CH:6][CH:5]=[CH:4][CH:3]=1. The reactants are [CH2:1]([C:8]([CH3:34])([CH2:15][C:16]1[CH:21]=[CH:20][C:19]([O:22][CH2:23][CH2:24][CH2:25][NH:26][C:27]2[CH:32]=[CH:31][CH:30]=[CH:29][N+:28]=2[O-])=[CH:18][CH:17]=1)[CH2:9][C:10]([O:12][CH2:13][CH3:14])=[O:11])[C:2]1[CH:7]=[CH:6][CH:5]=[CH:4][CH:3]=1.C1C=CC(P(C2C=CC=CC=2)C2C=CC=CC=2)=CC=1. The yield is 0.550. (7) The reactants are [CH3:1][O:2][C:3]1[CH:10]=[CH:9][C:8]([C:11]2[C:19]3[C:14](=[N:15][CH:16]=[CH:17][CH:18]=3)[NH:13][CH:12]=2)=[CH:7][C:4]=1[C:5]#[N:6].C(=O)([O-])[O-:21].[K+].[K+].OO. The catalyst is CS(C)=O.O. The product is [CH3:1][O:2][C:3]1[CH:10]=[CH:9][C:8]([C:11]2[C:19]3[C:14](=[N:15][CH:16]=[CH:17][CH:18]=3)[NH:13][CH:12]=2)=[CH:7][C:4]=1[C:5]([NH2:6])=[O:21]. The yield is 0.880.